From a dataset of NCI-60 drug combinations with 297,098 pairs across 59 cell lines. Regression. Given two drug SMILES strings and cell line genomic features, predict the synergy score measuring deviation from expected non-interaction effect. (1) Drug 1: CCC1(CC2CC(C3=C(CCN(C2)C1)C4=CC=CC=C4N3)(C5=C(C=C6C(=C5)C78CCN9C7C(C=CC9)(C(C(C8N6C)(C(=O)OC)O)OC(=O)C)CC)OC)C(=O)OC)O.OS(=O)(=O)O. Drug 2: C1C(C(OC1N2C=NC3=C2NC=NCC3O)CO)O. Cell line: PC-3. Synergy scores: CSS=3.04, Synergy_ZIP=-1.94, Synergy_Bliss=-3.96, Synergy_Loewe=1.33, Synergy_HSA=-3.11. (2) Drug 1: CC1C(C(=O)NC(C(=O)N2CCCC2C(=O)N(CC(=O)N(C(C(=O)O1)C(C)C)C)C)C(C)C)NC(=O)C3=C4C(=C(C=C3)C)OC5=C(C(=O)C(=C(C5=N4)C(=O)NC6C(OC(=O)C(N(C(=O)CN(C(=O)C7CCCN7C(=O)C(NC6=O)C(C)C)C)C)C(C)C)C)N)C. Drug 2: CC1C(C(CC(O1)OC2CC(OC(C2O)C)OC3=CC4=CC5=C(C(=O)C(C(C5)C(C(=O)C(C(C)O)O)OC)OC6CC(C(C(O6)C)O)OC7CC(C(C(O7)C)O)OC8CC(C(C(O8)C)O)(C)O)C(=C4C(=C3C)O)O)O)O. Cell line: CAKI-1. Synergy scores: CSS=80.1, Synergy_ZIP=-0.241, Synergy_Bliss=-3.61, Synergy_Loewe=-1.28, Synergy_HSA=1.68. (3) Drug 1: CCCCCOC(=O)NC1=NC(=O)N(C=C1F)C2C(C(C(O2)C)O)O. Drug 2: C1CCC(C(C1)N)N.C(=O)(C(=O)[O-])[O-].[Pt+4]. Cell line: IGROV1. Synergy scores: CSS=17.5, Synergy_ZIP=-6.23, Synergy_Bliss=-4.50, Synergy_Loewe=-29.1, Synergy_HSA=-4.76. (4) Drug 1: CN(C)C1=NC(=NC(=N1)N(C)C)N(C)C. Drug 2: C1CN1P(=S)(N2CC2)N3CC3. Cell line: T-47D. Synergy scores: CSS=-4.87, Synergy_ZIP=-2.50, Synergy_Bliss=-7.53, Synergy_Loewe=-20.7, Synergy_HSA=-11.4. (5) Drug 1: CCCS(=O)(=O)NC1=C(C(=C(C=C1)F)C(=O)C2=CNC3=C2C=C(C=N3)C4=CC=C(C=C4)Cl)F. Drug 2: C1=CC(=CC=C1C#N)C(C2=CC=C(C=C2)C#N)N3C=NC=N3. Cell line: NCI-H460. Synergy scores: CSS=-6.51, Synergy_ZIP=9.10, Synergy_Bliss=-2.02, Synergy_Loewe=-3.70, Synergy_HSA=-6.79.